This data is from Full USPTO retrosynthesis dataset with 1.9M reactions from patents (1976-2016). The task is: Predict the reactants needed to synthesize the given product. (1) Given the product [Br:1][C:2]1[CH:3]=[C:4]([B:8]2[O:10][C:15]([CH3:17])([CH3:16])[C:12]([CH3:14])([CH3:13])[O:9]2)[CH:5]=[CH:6][CH:7]=1, predict the reactants needed to synthesize it. The reactants are: [Br:1][C:2]1[CH:3]=[C:4]([B:8]([OH:10])[OH:9])[CH:5]=[CH:6][CH:7]=1.O[C:12]([C:15](O)([CH3:17])[CH3:16])([CH3:14])[CH3:13]. (2) Given the product [Cl:12][C:13]1[CH:18]=[CH:17][CH:16]=[CH:15][C:14]=1[N:19]1[CH:30]=[CH:29][C:22]2[N:23]=[C:24]([NH:41][C:42]3[CH:47]=[CH:46][C:45]([N:48]4[CH2:53][CH2:52][N:51]([C:54]([O:56][C:57]([CH3:59])([CH3:58])[CH3:60])=[O:55])[CH2:50][CH2:49]4)=[C:44]([CH3:61])[CH:43]=3)[N:25]=[CH:26][C:21]=2[C:20]1=[O:31], predict the reactants needed to synthesize it. The reactants are: C1C=C(Cl)C=C(C(OO)=O)C=1.[Cl:12][C:13]1[CH:18]=[CH:17][CH:16]=[CH:15][C:14]=1[N:19]1[CH:30]=[CH:29][C:22]2[N:23]=[C:24](SC)[N:25]=[CH:26][C:21]=2[C:20]1=[O:31].CCN(C(C)C)C(C)C.[NH2:41][C:42]1[CH:47]=[CH:46][C:45]([N:48]2[CH2:53][CH2:52][N:51]([C:54]([O:56][C:57]([CH3:60])([CH3:59])[CH3:58])=[O:55])[CH2:50][CH2:49]2)=[C:44]([CH3:61])[CH:43]=1. (3) Given the product [Cl:1][C:2]1[CH:3]=[C:4]([C:8]2[N:9]=[C:10]([C:35]3[NH:36][C:39](=[O:40])[O:38][N:37]=3)[CH:11]=[C:12]3[N:16]=[C:15]([N:17]4[CH2:21][C@H:20]([O:22][CH3:23])[CH2:19][C@H:18]4[CH:24]([CH3:25])[CH3:26])[N:14]([CH2:27][C@H:28]4[CH2:33][CH2:32][C@H:31]([CH3:34])[CH2:30][CH2:29]4)[C:13]=23)[CH:5]=[N:6][CH:7]=1, predict the reactants needed to synthesize it. The reactants are: [Cl:1][C:2]1[CH:3]=[C:4]([C:8]2[C:13]3[N:14]([CH2:27][C@H:28]4[CH2:33][CH2:32][C@H:31]([CH3:34])[CH2:30][CH2:29]4)[C:15]([N:17]4[CH2:21][C@H:20]([O:22][CH3:23])[CH2:19][C@H:18]4[CH:24]([CH3:26])[CH3:25])=[N:16][C:12]=3[CH:11]=[C:10]([C:35](=[N:37][OH:38])[NH2:36])[N:9]=2)[CH:5]=[N:6][CH:7]=1.[C:39](N1C=CN=C1)(N1C=CN=C1)=[O:40].N12CCCN=C1CCCCC2. (4) Given the product [Cl:1][C:2]1[C:3]([F:9])=[C:4]([NH:5][C:16]([CH:10]2[CH2:15][CH2:14][CH2:13][CH2:12][CH2:11]2)=[NH:17])[CH:6]=[CH:7][CH:8]=1, predict the reactants needed to synthesize it. The reactants are: [Cl:1][C:2]1[C:3]([F:9])=[C:4]([CH:6]=[CH:7][CH:8]=1)[NH2:5].[CH:10]1([C:16]#[N:17])[CH2:15][CH2:14][CH2:13][CH2:12][CH2:11]1. (5) The reactants are: [H-].[Na+].[N:3]1([CH2:8][CH2:9][S:10]([CH2:12][C:13]2[CH:18]=[CH:17][C:16]([OH:19])=[CH:15][CH:14]=2)=[O:11])[CH:7]=[CH:6][N:5]=[N:4]1.Cl[CH2:21][C:22]1[N:23]=[C:24]([CH:27]=[CH:28][C:29]2[CH:34]=[CH:33][C:32]([S:35]([C:37]([F:40])([F:39])[F:38])=[O:36])=[CH:31][CH:30]=2)[O:25][CH:26]=1.O. Given the product [F:40][C:37]([F:38])([F:39])[S:35]([C:32]1[CH:33]=[CH:34][C:29](/[CH:28]=[CH:27]/[C:24]2[O:25][CH:26]=[C:22]([CH2:21][O:19][C:16]3[CH:15]=[CH:14][C:13]([CH2:12][S:10]([CH2:9][CH2:8][N:3]4[CH:7]=[CH:6][N:5]=[N:4]4)=[O:11])=[CH:18][CH:17]=3)[N:23]=2)=[CH:30][CH:31]=1)=[O:36], predict the reactants needed to synthesize it. (6) Given the product [OH:2][CH2:1][C:3]1[CH:4]=[C:5]([C:10]2[CH:15]=[CH:14][C:13]([C:16]([O:18][CH3:19])=[O:17])=[CH:12][CH:11]=2)[CH:6]=[CH:7][C:8]=1[CH3:9], predict the reactants needed to synthesize it. The reactants are: [CH:1]([C:3]1[CH:4]=[C:5]([C:10]2[CH:15]=[CH:14][C:13]([C:16]([O:18][CH3:19])=[O:17])=[CH:12][CH:11]=2)[CH:6]=[CH:7][C:8]=1[CH3:9])=[O:2].[BH4-].[Na+]. (7) Given the product [P:2]([O:10][C:11]1[CH:12]=[CH:13][C:14]([CH2:17][OH:18])=[CH:15][CH:16]=1)([O:7][CH2:8][CH3:9])([O:4][CH2:5][CH3:6])=[O:3], predict the reactants needed to synthesize it. The reactants are: Cl.[P:2]([O:10][C:11]1[CH:16]=[CH:15][C:14]([CH2:17][O:18][Si](C(C)(C)C)(C)C)=[CH:13][CH:12]=1)([O:7][CH2:8][CH3:9])([O:4][CH2:5][CH3:6])=[O:3].C(=O)(O)[O-].[Na+]. (8) Given the product [C:12]1([C:10]2[N:11]=[C:7]([C:1]3[CH:6]=[CH:5][N:48]=[CH:3][CH:2]=3)[S:8][C:9]=2[C:18]([O:20][CH2:21][CH3:22])=[O:19])[CH:17]=[CH:16][CH:15]=[CH:14][CH:13]=1, predict the reactants needed to synthesize it. The reactants are: [C:1]1([C:7]2[S:8][C:9]([C:18]([O:20][CH2:21][CH3:22])=[O:19])=[C:10]([C:12]3[CH:17]=[CH:16][CH:15]=[CH:14][CH:13]=3)[N:11]=2)[CH:6]=[CH:5]C=[CH:3][CH:2]=1.O=C(C1C=CC=CC=1)C(OS(C1C=CC(C)=CC=1)(=O)=O)C(OCC)=O.[N:48]1C=CC(C(=S)N)=CC=1. (9) Given the product [CH3:32][NH:33][C:34]1[CH:35]=[CH:36][C:37]([C:38]([NH:1][C@H:2]([C:12]([OH:14])=[O:13])[CH2:3][CH2:4][C:5]([OH:11])=[O:6])=[O:40])=[CH:41][CH:42]=1, predict the reactants needed to synthesize it. The reactants are: [NH:1](C(OCC1C2C(=CC=CC=2)C2C1=CC=CC=2)=O)[C@H:2]([C:12]([OH:14])=[O:13])[CH2:3][CH2:4][C:5](=[O:11])[O:6]C(C)(C)C.[CH3:32][NH:33][C:34]1[CH:42]=[CH:41][C:37]([C:38]([OH:40])=O)=[CH:36][CH:35]=1.CN(C(ON1N=NC2C=CC=CC1=2)=[N+](C)C)C.[B-](F)(F)(F)F.C1C=CC2N(O)N=NC=2C=1.CCN(C(C)C)C(C)C.